This data is from Reaction yield outcomes from USPTO patents with 853,638 reactions. The task is: Predict the reaction yield, written as a fraction of the theoretical maximum amount of product (1.0 means a 100% yield; for example, 0.34 means a 34% yield). (1) The catalyst is C(Cl)Cl. The yield is 0.900. The reactants are [CH3:1][C:2]1[CH:3]=[C:4]2[C:8](=[CH:9][CH:10]=1)[C:7](=[O:11])[CH2:6][C@H:5]2[C:12]1[CH:17]=[CH:16][CH:15]=[CH:14][CH:13]=1.C1C=C(Cl)C=C(C(OO)=[O:26])C=1.CC1C=CC(S(O)(=O)=O)=CC=1.O. The product is [CH3:1][C:2]1[CH:3]=[C:4]2[C:8](=[CH:9][CH:10]=1)[O:26][C:7](=[O:11])[CH2:6][C@H:5]2[C:12]1[CH:17]=[CH:16][CH:15]=[CH:14][CH:13]=1. (2) The reactants are [BH4-].[Na+].[CH3:3][C:4]1[CH:5]=[CH:6][C:7]([C:10](OC)=[O:11])=[N:8][CH:9]=1. The catalyst is C1COCC1.CO. The product is [CH3:3][C:4]1[CH:5]=[CH:6][C:7]([CH2:10][OH:11])=[N:8][CH:9]=1. The yield is 0.729. (3) The reactants are C[O:2][C:3]([C:5]1[CH:14]=[C:13]([O:15][CH2:16][C:17](=[O:29])[NH:18][C:19]2[CH:24]=[CH:23][C:22]([CH2:25][C:26]([OH:28])=[O:27])=[CH:21][CH:20]=2)[C:12]2[C:7](=[CH:8][C:9]([Cl:31])=[CH:10][C:11]=2[Cl:30])[CH:6]=1)=[O:4].[Li+].[OH-]. No catalyst specified. The product is [C:26]([CH2:25][C:22]1[CH:21]=[CH:20][C:19]([NH:18][C:17]([CH2:16][O:15][C:13]2[C:12]3[C:7](=[CH:8][C:9]([Cl:31])=[CH:10][C:11]=3[Cl:30])[CH:6]=[C:5]([C:3]([OH:4])=[O:2])[CH:14]=2)=[O:29])=[CH:24][CH:23]=1)([OH:28])=[O:27]. The yield is 0.450. (4) The reactants are [Cl-].O[NH3+:3].[C:4](=[O:7])([O-])[OH:5].[Na+].CS(C)=O.[CH2:13]([C:17]1[N:18]=[C:19]([CH3:47])[N:20]([C:39]2[CH:44]=[CH:43][C:42]([F:45])=[C:41]([CH3:46])[CH:40]=2)[C:21](=[O:38])[C:22]=1[CH2:23][C:24]1[CH:29]=[CH:28][C:27]([C:30]2[C:31]([C:36]#[N:37])=[CH:32][CH:33]=[CH:34][CH:35]=2)=[CH:26][CH:25]=1)[CH2:14][CH2:15][CH3:16]. The catalyst is O.C(OCC)(=O)C. The product is [CH2:13]([C:17]1[N:18]=[C:19]([CH3:47])[N:20]([C:39]2[CH:44]=[CH:43][C:42]([F:45])=[C:41]([CH3:46])[CH:40]=2)[C:21](=[O:38])[C:22]=1[CH2:23][C:24]1[CH:25]=[CH:26][C:27]([C:30]2[CH:35]=[CH:34][CH:33]=[CH:32][C:31]=2[C:36]2[NH:3][C:4](=[O:7])[O:5][N:37]=2)=[CH:28][CH:29]=1)[CH2:14][CH2:15][CH3:16]. The yield is 0.680. (5) The reactants are [NH2:1][C:2]1[CH:7]=[C:6]([NH:8][C:9]([O:11][C:12]([CH3:15])([CH3:14])[CH3:13])=[O:10])[CH:5]=[CH:4][C:3]=1[N+:16]([O-:18])=[O:17].[C:19](Cl)(Cl)=[O:20].C([N:25]([CH2:28][CH3:29])[CH2:26][CH3:27])C.N1C=CC([N:36]2[CH2:41][CH2:40][CH:39]([CH2:42][OH:43])[CH2:38][CH2:37]2)=CC=1.[C:44]1(C)C=CC=CC=1. No catalyst specified. The product is [C:12]([O:11][C:9]([NH:8][C:6]1[CH:5]=[CH:4][C:3]([N+:16]([O-:18])=[O:17])=[C:2]([NH:1][C:19]([O:43][CH:42]([CH:44]2[CH2:27][CH2:26][NH:25][CH2:28][CH2:29]2)[C:39]2[CH:38]=[CH:37][N:36]=[CH:41][CH:40]=2)=[O:20])[CH:7]=1)=[O:10])([CH3:14])([CH3:15])[CH3:13]. The yield is 0.460. (6) The reactants are [NH2:1][C:2]1[N:6]([CH3:7])[C:5](=[O:8])[C:4]([C:15]2[CH:20]=[CH:19][CH:18]=[C:17](Br)[CH:16]=2)([C:9]2[CH:14]=[CH:13][CH:12]=[CH:11][CH:10]=2)[N:3]=1.[C:22]([N:25]1[CH2:34][CH2:33][C:32]2[C:27](=[CH:28][CH:29]=[CH:30][C:31]=2B2OC(C)(C)C(C)(C)O2)[CH2:26]1)(=[O:24])[CH3:23]. No catalyst specified. The product is [C:22]([N:25]1[CH2:34][CH2:33][C:32]2[C:27](=[CH:28][CH:29]=[CH:30][C:31]=2[C:17]2[CH:16]=[C:15]([C:4]3([C:9]4[CH:14]=[CH:13][CH:12]=[CH:11][CH:10]=4)[N:3]=[C:2]([NH2:1])[N:6]([CH3:7])[C:5]3=[O:8])[CH:20]=[CH:19][CH:18]=2)[CH2:26]1)(=[O:24])[CH3:23]. The yield is 0.230. (7) The reactants are Br[C:2]1[CH:10]=[C:9]2[C:5]([CH:6]=[N:7][NH:8]2)=[CH:4][CH:3]=1.[Li]CCCC.CON(C)[C:19](=[O:21])[CH3:20]. The catalyst is C1COCC1. The product is [NH:8]1[C:9]2[C:5](=[CH:4][CH:3]=[C:2]([C:19](=[O:21])[CH3:20])[CH:10]=2)[CH:6]=[N:7]1. The yield is 0.0900. (8) The reactants are [F:1][CH2:2][C:3]1[S:7][C:6]([C:8]2[CH:13]=[CH:12][CH:11]=[C:10]([C:14]([F:17])([F:16])[F:15])[CH:9]=2)=[N:5][C:4]=1[CH2:18][O:19]C1CCCCO1.O.C1(C)C=CC(S(O)(=O)=O)=CC=1.C(=O)([O-])O.[Na+]. The catalyst is CO. The product is [F:1][CH2:2][C:3]1[S:7][C:6]([C:8]2[CH:13]=[CH:12][CH:11]=[C:10]([C:14]([F:17])([F:16])[F:15])[CH:9]=2)=[N:5][C:4]=1[CH2:18][OH:19]. The yield is 0.560. (9) The product is [CH3:28][C:25]1[CH:26]=[CH:27][C:22]([Br:21])=[CH:23][C:24]=1[I:14]. The reactants are C(OC(=O)C)(=O)C.I([O-])(=O)(=O)=O.[Na+].[I:14]I.S(=O)(=O)(O)O.[Br:21][C:22]1[CH:27]=[CH:26][C:25]([CH3:28])=[CH:24][CH:23]=1. The yield is 0.700. The catalyst is C(O)(=O)C.